Dataset: Reaction yield outcomes from USPTO patents with 853,638 reactions. Task: Predict the reaction yield, written as a fraction of the theoretical maximum amount of product (1.0 means a 100% yield; for example, 0.34 means a 34% yield). (1) The reactants are Br[C:2]1[CH:3]=[C:4]2[C:9](=[CH:10][CH:11]=1)[N:8]=[CH:7][N:6]=[C:5]2[N:12]1[CH2:17][CH2:16][O:15][CH2:14][CH2:13]1.CC1(C)C(C)(C)OB(B2OC(C)(C)C(C)(C)O2)O1.C([O-])(=O)C.[K+].Br[C:42]1[CH:43]=[C:44]([NH:50][S:51]([C:54]2[CH:59]=[CH:58][C:57]([F:60])=[CH:56][C:55]=2[F:61])(=[O:53])=[O:52])[C:45]([O:48][CH3:49])=[N:46][CH:47]=1.C(=O)([O-])[O-].[K+].[K+]. The catalyst is C1C=CC(P(C2C=CC=CC=2)[C-]2C=CC=C2)=CC=1.C1C=CC(P(C2C=CC=CC=2)[C-]2C=CC=C2)=CC=1.Cl[Pd]Cl.[Fe+2].C(Cl)Cl.O1CCOCC1. The product is [F:61][C:55]1[CH:56]=[C:57]([F:60])[CH:58]=[CH:59][C:54]=1[S:51]([NH:50][C:44]1[C:45]([O:48][CH3:49])=[N:46][CH:47]=[C:42]([C:2]2[CH:3]=[C:4]3[C:9](=[CH:10][CH:11]=2)[N:8]=[CH:7][N:6]=[C:5]3[N:12]2[CH2:17][CH2:16][O:15][CH2:14][CH2:13]2)[CH:43]=1)(=[O:53])=[O:52]. The yield is 0.220. (2) The reactants are [CH3:1][O:2][C:3]1[CH:4]=[C:5]([N:32]2[CH2:37][CH2:36][N:35](C(OC(C)(C)C)=O)[CH2:34][CH2:33]2)[CH:6]=[CH:7][C:8]=1[NH:9][C:10]1[N:15]=[CH:14][C:13]2[CH:16]=[N:17][N:18]([S:19]([C:22]3[CH:23]=[CH:24][CH:25]=[C:26]4[C:31]=3[N:30]=[CH:29][CH:28]=[CH:27]4)(=[O:21])=[O:20])[C:12]=2[CH:11]=1.Cl. The catalyst is O1CCOCC1.O. The product is [CH3:1][O:2][C:3]1[CH:4]=[C:5]([N:32]2[CH2:33][CH2:34][NH:35][CH2:36][CH2:37]2)[CH:6]=[CH:7][C:8]=1[NH:9][C:10]1[N:15]=[CH:14][C:13]2[CH:16]=[N:17][N:18]([S:19]([C:22]3[CH:23]=[CH:24][CH:25]=[C:26]4[C:31]=3[N:30]=[CH:29][CH:28]=[CH:27]4)(=[O:20])=[O:21])[C:12]=2[CH:11]=1. The yield is 0.383.